This data is from Reaction yield outcomes from USPTO patents with 853,638 reactions. The task is: Predict the reaction yield, written as a fraction of the theoretical maximum amount of product (1.0 means a 100% yield; for example, 0.34 means a 34% yield). (1) The yield is 0.740. The product is [C:19]([O:18][C:16]([N:1]([C:16]([O:18][C:19]([CH3:22])([CH3:21])[CH3:20])=[O:17])[C:2]1[CH:7]=[C:6]([CH:8]=[CH2:9])[N:5]=[C:4]([C:10]([O:12][CH3:13])=[O:11])[C:3]=1[O:14][CH3:15])=[O:17])([CH3:22])([CH3:21])[CH3:20]. The catalyst is ClCCCl.CN(C)C1C=CN=CC=1. The reactants are [NH2:1][C:2]1[CH:7]=[C:6]([CH:8]=[CH2:9])[N:5]=[C:4]([C:10]([O:12][CH3:13])=[O:11])[C:3]=1[O:14][CH3:15].[C:16](O[C:16]([O:18][C:19]([CH3:22])([CH3:21])[CH3:20])=[O:17])([O:18][C:19]([CH3:22])([CH3:21])[CH3:20])=[O:17]. (2) The reactants are C(O[C:4](=[O:22])[CH2:5][C:6]1[NH:10][C:9]2[CH:11]=[C:12]([N:15]3[CH2:20][CH2:19][N:18]([CH3:21])[CH2:17][CH2:16]3)[CH:13]=[CH:14][C:8]=2[N:7]=1)C.[NH2:23][C:24]1[CH:31]=[CH:30][CH:29]=[C:28]([F:32])[C:25]=1[C:26]#[N:27].C[Si]([N-][Si](C)(C)C)(C)C.[K+].[K]. The catalyst is C1COCC1. The product is [NH2:27][C:26]1[C:25]2[C:24](=[CH:31][CH:30]=[CH:29][C:28]=2[F:32])[NH:23][C:4](=[O:22])[C:5]=1[C:6]1[NH:10][C:9]2[CH:11]=[C:12]([N:15]3[CH2:16][CH2:17][N:18]([CH3:21])[CH2:19][CH2:20]3)[CH:13]=[CH:14][C:8]=2[N:7]=1. The yield is 0.479. (3) The reactants are [Cl:1][C:2]1[CH:7]=[CH:6][C:5]([S:8][CH2:9][CH2:10][C:11]([O:13][CH3:14])=[O:12])=[C:4]([NH:15][S:16]([C:19]2[CH:24]=[CH:23][C:22]([Cl:25])=[CH:21][C:20]=2[F:26])(=[O:18])=[O:17])[CH:3]=1.C1C=C(Cl)C=C(C(OO)=[O:35])C=1. The catalyst is C(Cl)Cl. The product is [Cl:1][C:2]1[CH:7]=[CH:6][C:5]([S:8]([CH2:9][CH2:10][C:11]([O:13][CH3:14])=[O:12])=[O:35])=[C:4]([NH:15][S:16]([C:19]2[CH:24]=[CH:23][C:22]([Cl:25])=[CH:21][C:20]=2[F:26])(=[O:18])=[O:17])[CH:3]=1. The yield is 0.220. (4) The reactants are [OH:1][CH2:2][CH2:3][CH2:4][N:5]1[CH2:9][CH2:8][CH2:7][C:6]1=[O:10].C1C=CC(P(C2C=CC=CC=2)C2C=CC=CC=2)=CC=1.[Cl:30][C:31]1[CH:36]=[CH:35][C:34]([N:37]([C@H:41]2[C:50]3[C:45](=[CH:46][CH:47]=[CH:48][CH:49]=3)[N:44]([C:51](=[O:59])[C:52]3[CH:57]=[CH:56][C:55](O)=[CH:54][CH:53]=3)[C@@H:43]([CH3:60])[CH2:42]2)[C:38](=[O:40])[CH3:39])=[CH:33][CH:32]=1.CCOC(/N=N/C(OCC)=O)=O. The catalyst is C1C=CC=CC=1. The product is [Cl:30][C:31]1[CH:32]=[CH:33][C:34]([N:37]([C@H:41]2[C:50]3[C:45](=[CH:46][CH:47]=[CH:48][CH:49]=3)[N:44]([C:51](=[O:59])[C:52]3[CH:57]=[CH:56][C:55]([O:1][CH2:2][CH2:3][CH2:4][N:5]4[CH2:9][CH2:8][CH2:7][C:6]4=[O:10])=[CH:54][CH:53]=3)[C@@H:43]([CH3:60])[CH2:42]2)[C:38](=[O:40])[CH3:39])=[CH:35][CH:36]=1. The yield is 0.450. (5) The reactants are [Br:1][C:2]1[CH:3]=[C:4]([CH:7]=[O:8])[S:5][CH:6]=1.[CH2:9]([OH:11])[CH3:10].[Cl-].[NH4+].C([O-])([O-])O[CH2:16][CH3:17]. No catalyst specified. The product is [Br:1][C:2]1[CH:3]=[C:4]([CH:7]([O:11][CH2:9][CH3:10])[O:8][CH2:16][CH3:17])[S:5][CH:6]=1. The yield is 0.810.